Dataset: Merck oncology drug combination screen with 23,052 pairs across 39 cell lines. Task: Regression. Given two drug SMILES strings and cell line genomic features, predict the synergy score measuring deviation from expected non-interaction effect. (1) Drug 1: Nc1ccn(C2OC(CO)C(O)C2(F)F)c(=O)n1. Drug 2: CCN(CC)CCNC(=O)c1c(C)[nH]c(C=C2C(=O)Nc3ccc(F)cc32)c1C. Cell line: NCIH460. Synergy scores: synergy=9.04. (2) Drug 1: NC1(c2ccc(-c3nc4ccn5c(=O)[nH]nc5c4cc3-c3ccccc3)cc2)CCC1. Drug 2: CCc1cnn2c(NCc3ccc[n+]([O-])c3)cc(N3CCCCC3CCO)nc12. Cell line: A2780. Synergy scores: synergy=1.69. (3) Drug 1: CN1C(=O)C=CC2(C)C3CCC4(C)C(NC(=O)OCC(F)(F)F)CCC4C3CCC12. Drug 2: COC1CC2CCC(C)C(O)(O2)C(=O)C(=O)N2CCCCC2C(=O)OC(C(C)CC2CCC(OP(C)(C)=O)C(OC)C2)CC(=O)C(C)C=C(C)C(O)C(OC)C(=O)C(C)CC(C)C=CC=CC=C1C. Cell line: A2058. Synergy scores: synergy=21.6. (4) Drug 1: O=C(CCCCCCC(=O)Nc1ccccc1)NO. Drug 2: COC1=C2CC(C)CC(OC)C(O)C(C)C=C(C)C(OC(N)=O)C(OC)C=CC=C(C)C(=O)NC(=CC1=O)C2=O. Cell line: KPL1. Synergy scores: synergy=0.482.